From a dataset of Reaction yield outcomes from USPTO patents with 853,638 reactions. Predict the reaction yield, written as a fraction of the theoretical maximum amount of product (1.0 means a 100% yield; for example, 0.34 means a 34% yield). (1) The reactants are [C:1]([O:5][C:6](=[O:18])[CH2:7][S:8]([C:11]1[CH:16]=[CH:15][C:14]([F:17])=[CH:13][CH:12]=1)(=[O:10])=[O:9])([CH3:4])([CH3:3])[CH3:2].Br[CH2:20][C:21]#[C:22][CH3:23]. No catalyst specified. The product is [C:1]([O:5][C:6](=[O:18])[C:7]([S:8]([C:11]1[CH:12]=[CH:13][C:14]([F:17])=[CH:15][CH:16]=1)(=[O:10])=[O:9])([CH2:16][C:11]#[C:12][CH3:13])[CH2:20][C:21]#[C:22][CH3:23])([CH3:4])([CH3:2])[CH3:3]. The yield is 0.770. (2) The reactants are Br[C:2]1[CH:3]=[C:4]([C:8]2[N:12]3[CH2:13][CH2:14][CH2:15][CH2:16][C:11]3=[C:10]([C:17]([NH2:19])=[O:18])[N:9]=2)[CH:5]=[CH:6][CH:7]=1.[C:20]([C@:22]1([OH:29])[CH2:26][CH2:25][N:24]([CH3:27])[C:23]1=[O:28])#[CH:21]. No catalyst specified. The product is [OH:29][C@@:22]1([C:20]#[C:21][C:2]2[CH:3]=[C:4]([C:8]3[N:12]4[CH2:13][CH2:14][CH2:15][CH2:16][C:11]4=[C:10]([C:17]([NH2:19])=[O:18])[N:9]=3)[CH:5]=[CH:6][CH:7]=2)[CH2:26][CH2:25][N:24]([CH3:27])[C:23]1=[O:28]. The yield is 0.120. (3) The reactants are [CH3:1][S:2]([CH:4]([C:6]1[CH:7]=[CH:8][C:9]([C:12]([F:15])([F:14])[F:13])=[N:10][CH:11]=1)[CH3:5])=O.[CH3:16][S:17]([NH2:20])(=[O:19])=[O:18].C(O)(=O)C.C(O)(=O)C.IC1C=CC=CC=1. The catalyst is C(#N)C. The product is [CH3:1][S:2]([CH:4]([C:6]1[CH:11]=[N:10][C:9]([C:12]([F:15])([F:14])[F:13])=[CH:8][CH:7]=1)[CH3:5])=[N:20][S:17]([CH3:16])(=[O:19])=[O:18]. The yield is 0.620. (4) The reactants are [CH2:1]([C:11]1[C:18]2[S:17][C:16]3[C:19]([CH2:27][CH2:28][CH2:29][CH2:30][CH2:31][CH2:32][CH2:33][CH2:34][CH2:35][CH3:36])=[C:20]([C:22]([O:24]CC)=[O:23])[S:21][C:15]=3[C:14]=2[S:13][C:12]=1[C:37]([O:39]CC)=[O:38])[CH2:2][CH2:3][CH2:4][CH2:5][CH2:6][CH2:7][CH2:8][CH2:9][CH3:10].[Li+].[OH-].C1COCC1. The catalyst is [I-].C([N+](CCCC)(CCCC)CCCC)CCC.CO. The product is [CH2:27]([C:19]1[C:16]2[S:17][C:18]3[C:11]([CH2:1][CH2:2][CH2:3][CH2:4][CH2:5][CH2:6][CH2:7][CH2:8][CH2:9][CH3:10])=[C:12]([C:37]([OH:39])=[O:38])[S:13][C:14]=3[C:15]=2[S:21][C:20]=1[C:22]([OH:24])=[O:23])[CH2:28][CH2:29][CH2:30][CH2:31][CH2:32][CH2:33][CH2:34][CH2:35][CH3:36]. The yield is 0.980. (5) The reactants are Br[C:2]1[N:7]=[CH:6][C:5]2[N:8]=[C:9]([CH2:17][OH:18])[N:10]([C@H:11]([C:13]([F:16])([F:15])[CH3:14])[CH3:12])[C:4]=2[CH:3]=1.[NH2:19][C:20]1[CH:25]=[CH:24][N:23]=[C:22]([N:26]2[CH2:31][CH2:30][C@H:29]([OH:32])[C@H:28]([F:33])[CH2:27]2)[N:21]=1. No catalyst specified. The product is [F:15][C:13]([F:16])([CH3:14])[C@@H:11]([N:10]1[C:4]2[CH:3]=[C:2]([NH:19][C:20]3[CH:25]=[CH:24][N:23]=[C:22]([N:26]4[CH2:31][CH2:30][C@H:29]([OH:32])[C@H:28]([F:33])[CH2:27]4)[N:21]=3)[N:7]=[CH:6][C:5]=2[N:8]=[C:9]1[CH2:17][OH:18])[CH3:12]. The yield is 0.330. (6) The reactants are [F:1][C:2]1[CH:26]=[C:25]([F:27])[CH:24]=[CH:23][C:3]=1[CH2:4][CH2:5][N:6]1[CH2:11][CH2:10][N:9]([C:12]([C:14]2[C:15]3[N:16]([CH:20]=[CH:21][N:22]=3)[CH:17]=[CH:18][CH:19]=2)=[O:13])[CH2:8][CH2:7]1.[ClH:28]. The catalyst is C(O)(C)C. The product is [ClH:28].[F:1][C:2]1[CH:26]=[C:25]([F:27])[CH:24]=[CH:23][C:3]=1[CH2:4][CH2:5][N:6]1[CH2:7][CH2:8][N:9]([C:12]([C:14]2[C:15]3[N:16]([CH:20]=[CH:21][N:22]=3)[CH:17]=[CH:18][CH:19]=2)=[O:13])[CH2:10][CH2:11]1. The yield is 0.860. (7) The reactants are I[C:2]1[CH:3]=[CH:4][C:5]2[N:6]([CH:8]=[C:9]([NH:11][C:12]([CH:14]3[CH2:16][CH2:15]3)=[O:13])[N:10]=2)[N:7]=1.[NH2:17][C:18]1[CH:23]=[CH:22][C:21]([OH:24])=[CH:20][C:19]=1[N+:25]([O-:27])=[O:26].C(=O)([O-])[O-].[K+].[K+].CN(C)C=O. The catalyst is O.O1CCCC1.C(OCC)(=O)C. The product is [NH2:17][C:18]1[CH:23]=[CH:22][C:21]([O:24][C:2]2[CH:3]=[CH:4][C:5]3[N:6]([CH:8]=[C:9]([NH:11][C:12]([CH:14]4[CH2:16][CH2:15]4)=[O:13])[N:10]=3)[N:7]=2)=[CH:20][C:19]=1[N+:25]([O-:27])=[O:26]. The yield is 0.520. (8) The reactants are [C:1]1([N:7]2[CH2:12][CH2:11][N:10]([C:13]([O:15][CH2:16][CH2:17][N:18]3[CH2:23][CH2:22][N:21](C(OC(C)(C)C)=O)[CH2:20][CH2:19]3)=[O:14])[CH2:9][CH2:8]2)[CH:6]=[CH:5][CH:4]=[CH:3][CH:2]=1.CCOCC.C(Cl)[Cl:37]. The catalyst is Cl. The product is [ClH:37].[ClH:37].[ClH:37].[C:1]1([N:7]2[CH2:12][CH2:11][N:10]([C:13]([O:15][CH2:16][CH2:17][N:18]3[CH2:23][CH2:22][NH:21][CH2:20][CH2:19]3)=[O:14])[CH2:9][CH2:8]2)[CH:2]=[CH:3][CH:4]=[CH:5][CH:6]=1. The yield is 0.980. (9) The reactants are [CH2:1]([NH:3][C:4]1[N:9]=[C:8]([NH2:10])[C:7]([O:11][C:12]2[CH:17]=[CH:16][C:15]([O:18][CH3:19])=[CH:14][C:13]=2[CH:20]([CH3:22])[CH3:21])=[CH:6][N:5]=1)[CH3:2].[CH3:23][S:24](O[S:24]([CH3:23])(=[O:26])=[O:25])(=[O:26])=[O:25].FC(F)(F)S(O)(=O)=O.C([O-])(O)=O.[Na+]. No catalyst specified. The product is [CH2:1]([NH:3][C:4]1[N:9]=[C:8]([NH2:10])[C:7]([O:11][C:12]2[CH:17]=[C:16]([S:24]([CH3:23])(=[O:26])=[O:25])[C:15]([O:18][CH3:19])=[CH:14][C:13]=2[CH:20]([CH3:21])[CH3:22])=[CH:6][N:5]=1)[CH3:2]. The yield is 0.230.